This data is from Catalyst prediction with 721,799 reactions and 888 catalyst types from USPTO. The task is: Predict which catalyst facilitates the given reaction. (1) The catalyst class is: 27. Reactant: Cl.Cl.[CH2:3]([NH:10][C:11]([C@@H:13]1[CH2:18][N:17]2CCC[C@@H]2[CH2:15][N:14]1[C:22](=O)[C@H:23]([CH:31]1[CH2:36][CH2:35][CH2:34][CH2:33]C1)NC(=O)[C@H](C)NC)=[O:12])[C:4]1[CH:9]=[CH:8][CH:7]=[CH:6][CH:5]=1.O1[CH2:42][CH2:41][CH2:40][CH2:39]1.O.O.[OH-].[Li+].O1C[CH2:50][CH2:49][CH2:48]1. Product: [CH2:22]([N:14]1[C@H:13]([C:11]([NH:10][C@H:3]2[C:4]3[C:5](=[CH:6][CH:7]=[CH:8][CH:9]=3)[CH2:50][CH2:49][CH2:48]2)=[O:12])[CH2:18][N:17]2[CH2:42][CH2:41][CH2:40][C@@H:39]2[CH2:15]1)[C:23]1[CH:31]=[CH:36][CH:35]=[CH:34][CH:33]=1. (2) Reactant: Br[CH2:2][C:3]1[O:7][C:6]([C:8]([CH:16]2[CH2:21][CH2:20][CH2:19][CH2:18][CH2:17]2)([C:10]2[CH:15]=[CH:14][CH:13]=[CH:12][CH:11]=2)[OH:9])=[N:5][CH:4]=1.[Br-].[OH:23][CH2:24][CH2:25][CH2:26][CH2:27][CH2:28][CH2:29][CH2:30][CH2:31][CH2:32][NH2+:33][CH3:34].C(N(CC)C(C)C)(C)C.C([O-])(O)=O.[Na+]. Product: [CH:16]1([C:8]([OH:9])([C:10]2[CH:15]=[CH:14][CH:13]=[CH:12][CH:11]=2)[C:6]2[O:7][C:3]([CH2:2][N:33]([CH3:34])[CH2:32][CH2:31][CH2:30][CH2:29][CH2:28][CH2:27][CH2:26][CH2:25][CH2:24][OH:23])=[CH:4][N:5]=2)[CH2:21][CH2:20][CH2:19][CH2:18][CH2:17]1. The catalyst class is: 2. (3) Reactant: [C:1]1([NH:7][C:8]2[N:13]=[C:12]([NH2:14])[N:11]=[C:10]([C:15]3[N:19]=[C:18](C(Cl)(Cl)Cl)[O:17][N:16]=3)[N:9]=2)[CH:6]=[CH:5][CH:4]=[CH:3][CH:2]=1.CCN(C(C)C)C(C)C.Cl.[F:34][C:35]([F:46])([F:45])[CH2:36][O:37][CH2:38][CH:39]1[CH2:44][CH2:43][NH:42][CH2:41][CH2:40]1. Product: [C:1]1([NH:7][C:8]2[N:13]=[C:12]([NH2:14])[N:11]=[C:10]([C:15]3[N:19]=[C:18]([N:42]4[CH2:41][CH2:40][CH:39]([CH2:38][O:37][CH2:36][C:35]([F:34])([F:45])[F:46])[CH2:44][CH2:43]4)[O:17][N:16]=3)[N:9]=2)[CH:6]=[CH:5][CH:4]=[CH:3][CH:2]=1. The catalyst class is: 3. (4) Reactant: [CH3:1][C@H:2]1[CH2:33][C:32]([CH3:34])=[CH:31][C@@H:30](CC=C)[C:28](=[O:29])[CH2:27][C@H:26](O)[C@@H:25]([CH3:39])[C@@H:24](/C(/C)=C/[C@H]2C[C@@H](OC)[C@H](O)CC2)[O:23][C:21](=[O:22])[C@H:20]2[N:15]([CH2:16][CH2:17][CH2:18][CH2:19]2)[C:13](=[O:14])[C:11](=[O:12])[C@:9]2(O)[O:10][C@@H:5]([C@@H:6]([O:54][CH3:55])[CH2:7][C@H:8]2[CH3:53])[C@@H:4]([O:56][CH3:57])[CH2:3]1.IC1C=CC(S(Cl)(=O)=O)=CC=1. The catalyst class is: 300. Product: [CH3:57][O:56][CH:4]1[CH:5]2[O:10][CH:9]([CH:8]([CH3:53])[CH2:7][CH:6]2[O:54][CH3:55])[C:11](=[O:12])[C:13](=[O:14])[N:15]2[CH:20]([CH2:19][CH2:18][CH2:17][CH2:16]2)[C:21](=[O:22])[O:23][CH2:24][CH:25]([CH3:39])[CH2:26][CH2:27][C:28](=[O:29])[CH2:30][CH:31]=[C:32]([CH3:34])[CH2:33][CH:2]([CH3:1])[CH2:3]1. (5) Reactant: C(OC([NH:11][C@H:12]([CH2:22][CH3:23])/[CH:13]=[CH:14]/[C:15]([O:17][C:18]([CH3:21])([CH3:20])[CH3:19])=[O:16])=O)C1C=CC=CC=1.C(O)(=O)C. Product: [C:15]([OH:17])(=[O:16])[CH3:14].[NH2:11][C@H:12]([CH2:22][CH3:23])[CH2:13][CH2:14][C:15]([O:17][C:18]([CH3:20])([CH3:19])[CH3:21])=[O:16]. The catalyst class is: 129. (6) Reactant: Br[CH2:2][C:3]1[N:13]([CH2:14][C:15]([CH3:18])([CH3:17])[CH3:16])[C:6]2[N:7]=[C:8]([C:11]#[N:12])[N:9]=[CH:10][C:5]=2[CH:4]=1.[NH:19]1[CH2:24][CH2:23][CH2:22][CH2:21][C:20]1=O.C([O-])([O-])=[O:27].[K+].[K+]. Product: [CH3:16][C:15]([CH3:18])([CH3:17])[CH2:14][N:13]1[C:6]2[N:7]=[C:8]([C:11]#[N:12])[N:9]=[CH:10][C:5]=2[CH:4]=[C:3]1[CH2:2][N:19]1[CH2:24][CH2:23][C:22](=[O:27])[CH2:21][CH2:20]1. The catalyst class is: 3. (7) Reactant: [CH2:1]([O:8][C:9]1[CH:38]=[CH:37][C:36]([C:39]([F:42])([F:41])[F:40])=[CH:35][C:10]=1[CH2:11][N:12]([CH2:20][C:21]1[CH:26]=[C:25]([C:27]([F:30])([F:29])[F:28])[CH:24]=[C:23]([C:31]([F:34])([F:33])[F:32])[CH:22]=1)[C:13]1[N:18]=[CH:17][C:16]([OH:19])=[CH:15][N:14]=1)[C:2]1[CH:7]=[CH:6][CH:5]=[CH:4][CH:3]=1.Br[CH2:44][CH2:45][CH2:46][C:47]([O:49][CH2:50][CH3:51])=[O:48].C(=O)([O-])[O-].[K+].[K+].O. Product: [CH2:1]([O:8][C:9]1[CH:38]=[CH:37][C:36]([C:39]([F:42])([F:40])[F:41])=[CH:35][C:10]=1[CH2:11][N:12]([CH2:20][C:21]1[CH:22]=[C:23]([C:31]([F:33])([F:32])[F:34])[CH:24]=[C:25]([C:27]([F:30])([F:28])[F:29])[CH:26]=1)[C:13]1[N:14]=[CH:15][C:16]([O:19][CH2:44][CH2:45][CH2:46][C:47]([O:49][CH2:50][CH3:51])=[O:48])=[CH:17][N:18]=1)[C:2]1[CH:7]=[CH:6][CH:5]=[CH:4][CH:3]=1. The catalyst class is: 42. (8) Reactant: Cl[C:2]1[C:3]2[C:17]([CH3:19])([CH3:18])[C:16](=[O:20])[N:15]([CH:21]3[CH2:23][CH2:22]3)[C:4]=2[N:5]=[C:6]([C:8]2[CH:13]=[CH:12][N:11]=[C:10]([CH3:14])[CH:9]=2)[N:7]=1. Product: [CH:21]1([N:15]2[C:4]3[N:5]=[C:6]([C:8]4[CH:13]=[CH:12][N:11]=[C:10]([CH3:14])[CH:9]=4)[N:7]=[CH:2][C:3]=3[C:17]([CH3:18])([CH3:19])[C:16]2=[O:20])[CH2:22][CH2:23]1. The catalyst class is: 19. (9) Reactant: [CH3:1][O:2][C:3](=[O:25])[CH2:4][C:5]1[CH:6]=[C:7]([C:13]2[CH:18]=[CH:17][C:16]([C:19]([F:22])([F:21])[F:20])=[CH:15][C:14]=2[CH2:23]Br)[C:8]([O:11][CH3:12])=[CH:9][CH:10]=1.[CH3:26][C:27]1[NH:28][CH2:29][CH2:30][N:31]=1.[H-].[Na+]. Product: [CH3:1][O:2][C:3](=[O:25])[CH2:4][C:5]1[CH:6]=[C:7]([C:13]2[CH:18]=[CH:17][C:16]([C:19]([F:22])([F:21])[F:20])=[CH:15][C:14]=2[CH2:23][N:31]2[CH2:30][CH2:29][N:28]=[C:27]2[CH3:26])[C:8]([O:11][CH3:12])=[CH:9][CH:10]=1. The catalyst class is: 3. (10) Reactant: [BrH:1].Br.Br.N1CCCC1=O.[C:10]([C:14]1[CH:19]=[CH:18][C:17]([C:20](=[O:22])[CH3:21])=[CH:16][CH:15]=1)([CH3:13])([CH3:12])[CH3:11].O. Product: [Br:1][CH2:21][C:20]([C:17]1[CH:16]=[CH:15][C:14]([C:10]([CH3:13])([CH3:11])[CH3:12])=[CH:19][CH:18]=1)=[O:22]. The catalyst class is: 7.